Dataset: Catalyst prediction with 721,799 reactions and 888 catalyst types from USPTO. Task: Predict which catalyst facilitates the given reaction. (1) Reactant: [Cl:1][C:2]1[CH:10]=[CH:9][CH:8]=[C:7]2[C:3]=1[C:4](O)([C:12]1[C:20]([OH:21])=[CH:19][C:15]3[O:16][CH2:17][O:18][C:14]=3[CH:13]=1)[C:5](=[O:11])[NH:6]2.FC(F)(F)C(O)=O.C([SiH](CC)CC)C. Product: [Cl:1][C:2]1[CH:10]=[CH:9][CH:8]=[C:7]2[C:3]=1[CH:4]([C:12]1[C:20]([OH:21])=[CH:19][C:15]3[O:16][CH2:17][O:18][C:14]=3[CH:13]=1)[C:5](=[O:11])[NH:6]2. The catalyst class is: 4. (2) Reactant: [NH2:1][C:2]1[CH:12]=[CH:11][C:5]([C:6]([N:8]([CH3:10])[CH3:9])=[O:7])=[C:4]([Cl:13])[CH:3]=1.C(=O)([O-])[O-].[Ca+2].[C:19](Cl)(Cl)=[S:20].Cl. Product: [Cl:13][C:4]1[CH:3]=[C:2]([N:1]=[C:19]=[S:20])[CH:12]=[CH:11][C:5]=1[C:6]([N:8]([CH3:10])[CH3:9])=[O:7]. The catalyst class is: 229. (3) Reactant: [CH3:1][O:2][C:3](=[O:24])[CH:4]=[CH:5][C:6]1[CH:11]=[CH:10][C:9]([C:12]2[C:18]3[CH:19]=[CH:20][CH:21]=[CH:22][C:17]=3[CH2:16][CH2:15][CH2:14][C:13]=2Br)=[CH:8][CH:7]=1.[C:25]1(B(O)O)[CH:30]=[CH:29][CH:28]=[CH:27][CH:26]=1.C(=O)([O-])[O-].[Na+].[Na+]. Product: [CH3:1][O:2][C:3](=[O:24])[CH:4]=[CH:5][C:6]1[CH:11]=[CH:10][C:9]([C:12]2[C:18]3[CH:19]=[CH:20][CH:21]=[CH:22][C:17]=3[CH2:16][CH2:15][CH2:14][C:13]=2[C:25]2[CH:30]=[CH:29][CH:28]=[CH:27][CH:26]=2)=[CH:8][CH:7]=1. The catalyst class is: 104. (4) Reactant: Cl.[Br:2][C:3]1[CH:4]=[C:5]([C@H:9]([NH2:11])[CH3:10])[CH:6]=[N:7][CH:8]=1.C(N(CC)CC)C.[CH2:19]([S:21](Cl)(=[O:23])=[O:22])[CH3:20]. Product: [Br:2][C:3]1[CH:4]=[C:5]([C@H:9]([NH:11][S:21]([CH2:19][CH3:20])(=[O:23])=[O:22])[CH3:10])[CH:6]=[N:7][CH:8]=1. The catalyst class is: 2. (5) Reactant: [Br:1][C:2]1[CH:3]=[C:4]([CH2:8][C:9]([OH:11])=O)[CH:5]=[CH:6][CH:7]=1.C(Cl)(=O)C([Cl:15])=O. Product: [Br:1][C:2]1[CH:3]=[C:4]([CH2:8][C:9]([Cl:15])=[O:11])[CH:5]=[CH:6][CH:7]=1. The catalyst class is: 4.